Dataset: Full USPTO retrosynthesis dataset with 1.9M reactions from patents (1976-2016). Task: Predict the reactants needed to synthesize the given product. (1) Given the product [ClH:32].[CH:1]([O:4][C:5]1[C:13]([O:14][CH3:15])=[CH:12][CH:11]=[CH:10][C:6]=1[CH2:7][N:8]([CH3:9])[C:53](=[O:55])/[CH:52]=[CH:51]/[C:48]1[CH:49]=[N:50][C:44]2[NH:43][C:42](=[O:56])[N:41]([CH2:40][CH2:39][N:33]3[CH2:34][CH2:35][O:36][CH2:37][CH2:38]3)[CH2:46][C:45]=2[CH:47]=1)([CH3:3])[CH3:2], predict the reactants needed to synthesize it. The reactants are: [CH:1]([O:4][C:5]1[C:13]([O:14][CH3:15])=[CH:12][CH:11]=[CH:10][C:6]=1[CH2:7][NH:8][CH3:9])([CH3:3])[CH3:2].CNCC1C=CC2C(=CC=CC=2)C=1CCC.[ClH:32].[N:33]1([CH2:39][CH2:40][N:41]2[CH2:46][C:45]3[CH:47]=[C:48](/[CH:51]=[CH:52]/[C:53]([OH:55])=O)[CH:49]=[N:50][C:44]=3[NH:43][C:42]2=[O:56])[CH2:38][CH2:37][O:36][CH2:35][CH2:34]1.Cl.CN1CC2C=C(/C=C/C(O)=O)C=NC=2NC(=O)C1. (2) Given the product [NH2:57][C@:36]([CH3:56])([CH2:37][CH2:38][C:39]1[N:40]([CH3:55])[C:41]([CH2:44][CH2:45][CH2:46][CH2:47][C:48]2[CH:49]=[CH:54][CH:53]=[CH:52][CH:51]=2)=[CH:42][CH:43]=1)[CH2:35][OH:34], predict the reactants needed to synthesize it. The reactants are: C(OC[C@@](NC(=O)C)(C)CCC1N(C)C(I)=CC=1)(=O)C.C1(CCC#C)C=CC=CC=1.C([O:34][CH2:35][C@@:36]([NH:57]C(=O)C)([CH3:56])[CH2:37][CH2:38][C:39]1[N:40]([CH3:55])[C:41]([CH2:44][CH2:45][CH2:46][CH2:47][CH2:48][C:49]2[CH:54]=[CH:53][CH:52]=[CH:51]C=2)=[CH:42][CH:43]=1)(=O)C.N[C@](C)(CCC1N(C)C(CCCCCC2C=CC=CC=2)=CC=1)CO. (3) Given the product [C:1]([O:5][C@@H:6]([C:11]1[C:12]([C:21]2[CH:22]=[C:23]3[C:28](=[CH:29][CH:30]=2)[O:27][CH2:26][CH2:25][CH2:24]3)=[C:13]2[CH:20]=[CH:19][N:18]([CH2:32][C:33]3[CH:38]=[C:37]([F:39])[CH:36]=[CH:35][C:34]=3[F:40])[C:14]2=[N:15][C:16]=1[CH3:17])[C:7]([OH:9])=[O:8])([CH3:4])([CH3:3])[CH3:2].[C:1]([O:5][C@@H:6]([C:11]1[C:12]([C:21]2[CH:22]=[C:23]3[C:28](=[CH:29][CH:30]=2)[O:27][CH2:26][CH2:25][CH2:24]3)=[C:13]2[CH:20]=[CH:19][NH:18][C:14]2=[N:15][C:16]=1[CH3:17])[C:7]([OH:9])=[O:8])([CH3:4])([CH3:2])[CH3:3], predict the reactants needed to synthesize it. The reactants are: [C:1]([O:5][C@@H:6]([C:11]1[C:12]([C:21]2[CH:22]=[C:23]3[C:28](=[CH:29][CH:30]=2)[O:27][CH2:26][CH2:25][CH2:24]3)=[C:13]2[CH:20]=[CH:19][NH:18][C:14]2=[N:15][C:16]=1[CH3:17])[C:7]([O:9]C)=[O:8])([CH3:4])([CH3:3])[CH3:2].Br[CH2:32][C:33]1[CH:38]=[C:37]([F:39])[CH:36]=[CH:35][C:34]=1[F:40]. (4) Given the product [F:24][C:25]1[CH:32]=[CH:31][C:28]([CH2:29][NH:23][CH:20]2[CH2:21][CH2:22][N:17]([C:10]3[C:11]4[C:16](=[CH:15][CH:14]=[CH:13][CH:12]=4)[C:7]([C:6]4[N:2]([CH3:1])[N:3]=[CH:4][CH:5]=4)=[N:8][N:9]=3)[CH2:18][CH2:19]2)=[C:27]([C:33]([F:34])([F:35])[F:36])[CH:26]=1, predict the reactants needed to synthesize it. The reactants are: [CH3:1][N:2]1[C:6]([C:7]2[C:16]3[C:11](=[CH:12][CH:13]=[CH:14][CH:15]=3)[C:10]([N:17]3[CH2:22][CH2:21][CH:20]([NH2:23])[CH2:19][CH2:18]3)=[N:9][N:8]=2)=[CH:5][CH:4]=[N:3]1.[F:24][C:25]1[CH:32]=[CH:31][C:28]([CH:29]=O)=[C:27]([C:33]([F:36])([F:35])[F:34])[CH:26]=1.